The task is: Predict the product of the given reaction.. This data is from Forward reaction prediction with 1.9M reactions from USPTO patents (1976-2016). Given the reactants [NH2:1][CH2:2][C@@H:3]1[CH2:8][C@H:7]2[C@H:5]([CH2:6]2)[N:4]1[C:9]([C:11]1[N:12]=[C:13]([CH3:23])[S:14][C:15]=1[C:16]1[CH:21]=[CH:20][CH:19]=[C:18]([F:22])[CH:17]=1)=[O:10].[F:24][C:25]1[CH:26]=[CH:27][CH:28]=[C:29]2[C:33]=1[NH:32][C:31]([C:34](O)=[O:35])=[CH:30]2, predict the reaction product. The product is: [F:22][C:18]1[CH:17]=[C:16]([C:15]2[S:14][C:13]([CH3:23])=[N:12][C:11]=2[C:9]([N:4]2[C@H:3]([CH2:2][NH:1][C:34]([C:31]3[NH:32][C:33]4[C:29]([CH:30]=3)=[CH:28][CH:27]=[CH:26][C:25]=4[F:24])=[O:35])[CH2:8][C@H:7]3[C@@H:5]2[CH2:6]3)=[O:10])[CH:21]=[CH:20][CH:19]=1.